From a dataset of Peptide-MHC class I binding affinity with 185,985 pairs from IEDB/IMGT. Regression. Given a peptide amino acid sequence and an MHC pseudo amino acid sequence, predict their binding affinity value. This is MHC class I binding data. The peptide sequence is SLRCGACIRR. The MHC is HLA-A33:01 with pseudo-sequence HLA-A33:01. The binding affinity (normalized) is 0.585.